This data is from Full USPTO retrosynthesis dataset with 1.9M reactions from patents (1976-2016). The task is: Predict the reactants needed to synthesize the given product. (1) Given the product [CH2:1]([N:5]1[C:13]2[N:12]=[C:11]([Cl:14])[NH:10][C:9]=2[C:8](=[O:15])[N:7]([CH2:16][CH2:17][CH2:18][C:19]2[O:21][N:39]=[C:36]([CH2:35][C:30]3[CH:31]=[CH:32][C:33]([OH:34])=[C:28]([O:27][CH2:25][CH3:26])[CH:29]=3)[N:37]=2)[C:6]1=[O:24])[CH2:2][CH2:3][CH3:4], predict the reactants needed to synthesize it. The reactants are: [CH2:1]([N:5]1[C:13]2[N:12]=[C:11]([Cl:14])[NH:10][C:9]=2[C:8](=[O:15])[N:7]([CH2:16][CH2:17][CH2:18][C:19]([O:21]CC)=O)[C:6]1=[O:24])[CH2:2][CH2:3][CH3:4].[CH2:25]([O:27][C:28]1[CH:29]=[C:30]([CH2:35]/[C:36](=[N:39]/[H])/[NH:37]O)[CH:31]=[CH:32][C:33]=1[OH:34])[CH3:26].[O-]CC.[Na+]. (2) Given the product [CH3:1][S:2][C:3]1[CH:8]=[CH:7][C:6]([N:9]2[C:17]3[C:12](=[CH:13][CH:14]=[C:15]([C:18]([NH:23][NH2:24])=[O:20])[CH:16]=3)[CH:11]=[CH:10]2)=[CH:5][CH:4]=1, predict the reactants needed to synthesize it. The reactants are: [CH3:1][S:2][C:3]1[CH:8]=[CH:7][C:6]([N:9]2[C:17]3[C:12](=[CH:13][CH:14]=[C:15]([C:18]([O:20]C)=O)[CH:16]=3)[CH:11]=[CH:10]2)=[CH:5][CH:4]=1.O.[NH2:23][NH2:24].